From a dataset of NCI-60 drug combinations with 297,098 pairs across 59 cell lines. Regression. Given two drug SMILES strings and cell line genomic features, predict the synergy score measuring deviation from expected non-interaction effect. (1) Drug 1: CC(C1=C(C=CC(=C1Cl)F)Cl)OC2=C(N=CC(=C2)C3=CN(N=C3)C4CCNCC4)N. Drug 2: C1=CC=C(C=C1)NC(=O)CCCCCCC(=O)NO. Cell line: COLO 205. Synergy scores: CSS=15.8, Synergy_ZIP=-2.89, Synergy_Bliss=-3.78, Synergy_Loewe=-5.68, Synergy_HSA=-5.86. (2) Drug 1: C1CN(P(=O)(OC1)NCCCl)CCCl. Drug 2: CC1C(C(CC(O1)OC2CC(CC3=C2C(=C4C(=C3O)C(=O)C5=C(C4=O)C(=CC=C5)OC)O)(C(=O)CO)O)N)O.Cl. Cell line: BT-549. Synergy scores: CSS=56.6, Synergy_ZIP=-6.02, Synergy_Bliss=-7.17, Synergy_Loewe=-9.99, Synergy_HSA=-1.71. (3) Drug 1: CC1=CC=C(C=C1)C2=CC(=NN2C3=CC=C(C=C3)S(=O)(=O)N)C(F)(F)F. Drug 2: C1=CC=C(C=C1)NC(=O)CCCCCCC(=O)NO. Cell line: BT-549. Synergy scores: CSS=8.61, Synergy_ZIP=3.11, Synergy_Bliss=-0.841, Synergy_Loewe=-8.66, Synergy_HSA=0.561. (4) Drug 1: CC1CCC2CC(C(=CC=CC=CC(CC(C(=O)C(C(C(=CC(C(=O)CC(OC(=O)C3CCCCN3C(=O)C(=O)C1(O2)O)C(C)CC4CCC(C(C4)OC)OCCO)C)C)O)OC)C)C)C)OC. Drug 2: CN(CC1=CN=C2C(=N1)C(=NC(=N2)N)N)C3=CC=C(C=C3)C(=O)NC(CCC(=O)O)C(=O)O. Cell line: ACHN. Synergy scores: CSS=30.1, Synergy_ZIP=-4.66, Synergy_Bliss=-6.22, Synergy_Loewe=-12.9, Synergy_HSA=-4.94. (5) Drug 1: CCCCC(=O)OCC(=O)C1(CC(C2=C(C1)C(=C3C(=C2O)C(=O)C4=C(C3=O)C=CC=C4OC)O)OC5CC(C(C(O5)C)O)NC(=O)C(F)(F)F)O. Drug 2: CCC1(C2=C(COC1=O)C(=O)N3CC4=CC5=C(C=CC(=C5CN(C)C)O)N=C4C3=C2)O.Cl. Cell line: BT-549. Synergy scores: CSS=27.4, Synergy_ZIP=-8.81, Synergy_Bliss=-4.98, Synergy_Loewe=-0.228, Synergy_HSA=1.22. (6) Drug 1: CC12CCC(CC1=CCC3C2CCC4(C3CC=C4C5=CN=CC=C5)C)O. Drug 2: COC1=CC(=CC(=C1O)OC)C2C3C(COC3=O)C(C4=CC5=C(C=C24)OCO5)OC6C(C(C7C(O6)COC(O7)C8=CC=CS8)O)O. Cell line: KM12. Synergy scores: CSS=36.2, Synergy_ZIP=-5.83, Synergy_Bliss=3.20, Synergy_Loewe=-4.86, Synergy_HSA=4.89. (7) Drug 1: C1CC(=O)NC(=O)C1N2CC3=C(C2=O)C=CC=C3N. Drug 2: CN1C2=C(C=C(C=C2)N(CCCl)CCCl)N=C1CCCC(=O)O.Cl. Cell line: CAKI-1. Synergy scores: CSS=2.86, Synergy_ZIP=-5.14, Synergy_Bliss=-7.61, Synergy_Loewe=-5.01, Synergy_HSA=-5.04. (8) Drug 1: C(CCl)NC(=O)N(CCCl)N=O. Drug 2: CC12CCC3C(C1CCC2OP(=O)(O)O)CCC4=C3C=CC(=C4)OC(=O)N(CCCl)CCCl.[Na+]. Cell line: NCIH23. Synergy scores: CSS=15.7, Synergy_ZIP=-4.78, Synergy_Bliss=-3.51, Synergy_Loewe=-1.66, Synergy_HSA=-0.714. (9) Cell line: SK-OV-3. Drug 1: C1=CC=C(C(=C1)C(C2=CC=C(C=C2)Cl)C(Cl)Cl)Cl. Synergy scores: CSS=4.67, Synergy_ZIP=-1.78, Synergy_Bliss=-0.737, Synergy_Loewe=-0.545, Synergy_HSA=-0.301. Drug 2: C1=CN(C=N1)CC(O)(P(=O)(O)O)P(=O)(O)O.